This data is from Catalyst prediction with 721,799 reactions and 888 catalyst types from USPTO. The task is: Predict which catalyst facilitates the given reaction. (1) Reactant: [Si:1]([O:8][C@@H:9]1[C@@:28]2([CH3:29])[C:13](=[CH:14][CH:15]=[C:16]3[C@@H:27]2[CH2:26][CH2:25][C@@:24]2([CH3:30])[C@H:17]3[CH2:18][CH:19]=[C:20]2[C@@H:21]([OH:23])[CH3:22])[CH2:12][C@@H:11]([O:31][Si:32]([C:35]([CH3:38])([CH3:37])[CH3:36])([CH3:34])[CH3:33])[CH2:10]1)([C:4]([CH3:7])([CH3:6])[CH3:5])([CH3:3])[CH3:2].[H-].[Na+].C1OCCOCCOCCOCCOC1.Br[CH2:57]/[CH:58]=[CH:59]/[C:60]([CH2:71][CH3:72])([O:63][Si:64]([CH2:69][CH3:70])([CH2:67][CH3:68])[CH2:65][CH3:66])[CH2:61][CH3:62]. Product: [Si:1]([O:8][C@@H:9]1[C@@:28]2([CH3:29])[C:13](=[CH:14][CH:15]=[C:16]3[C@@H:27]2[CH2:26][CH2:25][C@@:24]2([CH3:30])[C@H:17]3[CH2:18][CH:19]=[C:20]2[C@@H:21]([O:23][CH2:57]/[CH:58]=[CH:59]/[C:60]([CH2:71][CH3:72])([O:63][Si:64]([CH2:69][CH3:70])([CH2:65][CH3:66])[CH2:67][CH3:68])[CH2:61][CH3:62])[CH3:22])[CH2:12][C@@H:11]([O:31][Si:32]([C:35]([CH3:37])([CH3:36])[CH3:38])([CH3:33])[CH3:34])[CH2:10]1)([C:4]([CH3:7])([CH3:6])[CH3:5])([CH3:3])[CH3:2]. The catalyst class is: 7. (2) Reactant: Cl.[CH2:2]([O:4][C:5](=[O:9])[CH2:6][CH2:7][NH2:8])[CH3:3].CCN(CC)CC.[CH3:17][C:18]1[CH2:23][CH2:22][CH2:21][C:20]([CH3:25])([CH3:24])[C:19]=1/[CH:26]=[CH:27]/[C:28](/[CH3:38])=[CH:29]/[CH:30]=[CH:31]/[C:32](/[CH3:37])=[CH:33]/[C:34](Cl)=[O:35].O. Product: [CH2:2]([O:4][C:5](=[O:9])[CH2:6][CH2:7][NH:8][C:34](=[O:35])[CH:33]=[C:32]([CH3:37])[CH:31]=[CH:30][CH:29]=[C:28]([CH3:38])[CH:27]=[CH:26][C:19]1[C:20]([CH3:24])([CH3:25])[CH2:21][CH2:22][CH2:23][C:18]=1[CH3:17])[CH3:3]. The catalyst class is: 11. (3) Reactant: N1C=CN=C1.[C:6]([O:10][C:11](=[O:22])[NH:12][CH2:13][C:14]1[CH:19]=[CH:18][CH:17]=[C:16]([CH2:20]O)[CH:15]=1)([CH3:9])([CH3:8])[CH3:7].[I:23]I.C(OCC)(=O)C.ClCCl. Product: [C:6]([O:10][C:11](=[O:22])[NH:12][CH2:13][C:14]1[CH:19]=[CH:18][CH:17]=[C:16]([CH2:20][I:23])[CH:15]=1)([CH3:9])([CH3:8])[CH3:7]. The catalyst class is: 4.